This data is from Catalyst prediction with 721,799 reactions and 888 catalyst types from USPTO. The task is: Predict which catalyst facilitates the given reaction. (1) Reactant: C(N(CC)C(C)C)(C)C.[C:10](Cl)(=[O:17])[C:11]1[CH:16]=[CH:15][CH:14]=[CH:13][CH:12]=1.[NH2:19][C:20]1[CH:25]=[CH:24][C:23]([CH:26]([CH3:40])[C:27]([C:33]2[CH:38]=[CH:37][N:36]=[C:35]([Cl:39])[CH:34]=2)([OH:32])[C:28]([F:31])([F:30])[F:29])=[C:22]([Cl:41])[CH:21]=1. The catalyst class is: 2. Product: [Cl:41][C:22]1[CH:21]=[C:20]([NH:19][C:10](=[O:17])[C:11]2[CH:16]=[CH:15][CH:14]=[CH:13][CH:12]=2)[CH:25]=[CH:24][C:23]=1[CH:26]([CH3:40])[C:27]([C:33]1[CH:38]=[CH:37][N:36]=[C:35]([Cl:39])[CH:34]=1)([OH:32])[C:28]([F:31])([F:30])[F:29]. (2) Reactant: C(OC([N:8]1[CH2:16][C:15]2[C:10](=[C:11]([CH:25]=[CH:26][C:27]([O:29][CH3:30])=[O:28])[CH:12]=[CH:13][C:14]=2[O:17][CH2:18][C:19]2[CH:24]=[CH:23][CH:22]=[CH:21][CH:20]=2)[CH2:9]1)=O)(C)(C)C.FC(F)(F)C(O)=O. Product: [CH3:30][O:29][C:27](=[O:28])[CH:26]=[CH:25][C:11]1[CH:12]=[CH:13][C:14]([O:17][CH2:18][C:19]2[CH:24]=[CH:23][CH:22]=[CH:21][CH:20]=2)=[C:15]2[C:10]=1[CH2:9][NH:8][CH2:16]2. The catalyst class is: 2. (3) Reactant: [CH3:1][CH:2]([CH2:9][CH2:10][CH3:11])[CH:3](O)[CH2:4][N+:5]([O-:7])=[O:6].S(Cl)(C)(=O)=O.C(N(CC)CC)C.O. Product: [CH3:1][CH:2]([CH2:9][CH2:10][CH3:11])[CH:3]=[CH:4][N+:5]([O-:7])=[O:6]. The catalyst class is: 4. (4) Reactant: C[O:2][C:3](=[O:21])[CH:4]([C:14]1[C:15]([Cl:20])=[N:16][CH:17]=[CH:18][CH:19]=1)[N:5]1[CH2:10][CH2:9][N:8]2[CH2:11][CH2:12][CH2:13][C@@H:7]2[CH2:6]1.[OH-].[K+].[OH-].[Na+]. Product: [NH4+:5].[Cl:20][C:15]1[C:14]([CH:4]([N:5]2[CH2:10][CH2:9][N:8]3[CH2:11][CH2:12][CH2:13][C@@H:7]3[CH2:6]2)[C:3]([O-:21])=[O:2])=[CH:19][CH:18]=[CH:17][N:16]=1. The catalyst class is: 8. (5) The catalyst class is: 5. Product: [CH3:1][C:2]1[CH:7]=[CH:6][N:5]=[C:4]([NH:8][CH2:9][CH2:10][CH2:11][CH2:12][C:13]([OH:15])=[O:14])[CH:3]=1. Reactant: [CH3:1][C:2]1[CH:7]=[CH:6][N:5]=[C:4]([NH:8][CH2:9][CH2:10][CH2:11][CH2:12][C:13]([O:15]CC)=[O:14])[CH:3]=1.[OH-].[Na+]. (6) Reactant: [OH:1][C:2]1[C:3](=[O:9])[N:4]([CH3:8])[CH:5]=[CH:6][CH:7]=1. Product: [OH:1][CH:2]1[CH2:7][CH2:6][CH2:5][N:4]([CH3:8])[C:3]1=[O:9]. The catalyst class is: 5.